This data is from Catalyst prediction with 721,799 reactions and 888 catalyst types from USPTO. The task is: Predict which catalyst facilitates the given reaction. (1) Reactant: Cl[C:2]1[N:7]=[CH:6][C:5]([C:8]2[N:13]=[CH:12][C:11]([CH2:14][CH2:15][CH3:16])=[CH:10][N:9]=2)=[CH:4][C:3]=1[F:17].CC1(C)C(C)(C)OB([C:26]2[CH:31]=[CH:30][C:29]([O:32][C:33]([F:36])([F:35])[F:34])=[CH:28][CH:27]=2)O1.[F-].[Cs+].O. Product: [F:17][C:3]1[CH:4]=[C:5]([C:8]2[N:13]=[CH:12][C:11]([CH2:14][CH2:15][CH3:16])=[CH:10][N:9]=2)[CH:6]=[N:7][C:2]=1[C:26]1[CH:27]=[CH:28][C:29]([O:32][C:33]([F:34])([F:35])[F:36])=[CH:30][CH:31]=1. The catalyst class is: 440. (2) Reactant: [C:1]([O:4][CH2:5][C:6]1[C:11](B2OC(C)(C)C(C)(C)O2)=[CH:10][CH:9]=[CH:8][C:7]=1[N:21]1[N:30]=[CH:29][C:28]2[C:23](=[C:24]([F:35])[CH:25]=[C:26]([C:31]([CH3:34])([CH3:33])[CH3:32])[CH:27]=2)[C:22]1=[O:36])(=[O:3])[CH3:2].[N:37]1([CH2:41][C:42]2[N:46]([CH3:47])[N:45]=[C:44]([NH:48][C:49]3[C:50](=[O:57])[N:51]([CH3:56])[N:52]=[C:53](Cl)[CH:54]=3)[CH:43]=2)[CH2:40][CH2:39][CH2:38]1.P([O-])([O-])([O-])=O.[K+].[K+].[K+].C1(P(C2CCCCC2)C2C=CC=CC=2C2C(C(C)C)=CC(C(C)C)=CC=2C(C)C)CCCCC1.[Cl-].[NH4+]. Product: [N:37]1([CH2:41][C:42]2[N:46]([CH3:47])[N:45]=[C:44]([NH:48][C:49]3[C:50](=[O:57])[N:51]([CH3:56])[N:52]=[C:53]([C:11]4[CH:10]=[CH:9][CH:8]=[C:7]([N:21]5[N:30]=[CH:29][C:28]6[C:23](=[C:24]([F:35])[CH:25]=[C:26]([C:31]([CH3:33])([CH3:34])[CH3:32])[CH:27]=6)[C:22]5=[O:36])[C:6]=4[CH2:5][O:4][C:1](=[O:3])[CH3:2])[CH:54]=3)[CH:43]=2)[CH2:40][CH2:39][CH2:38]1. The catalyst class is: 729.